From a dataset of Catalyst prediction with 721,799 reactions and 888 catalyst types from USPTO. Predict which catalyst facilitates the given reaction. (1) Reactant: [H-].[Al+3].[Li+].[H-].[H-].[H-].[NH2:7][S:8]([C:11]1[S:15][C:14](=[C:16]([C:22]([NH:24][C:25]2[CH:30]=[CH:29][C:28]([O:31][CH2:32][CH3:33])=[CH:27][CH:26]=2)=[O:23])[C:17](OCC)=O)[NH:13][C:12]=1[CH3:34])(=[O:10])=[O:9]. Product: [NH2:7][S:8]([C:11]1[S:15][C:14]([CH:16]([CH3:17])[C:22]([NH:24][C:25]2[CH:30]=[CH:29][C:28]([O:31][CH2:32][CH3:33])=[CH:27][CH:26]=2)=[O:23])=[N:13][C:12]=1[CH3:34])(=[O:9])=[O:10]. The catalyst class is: 7. (2) The catalyst class is: 6. Product: [C:13]([NH2:7])(=[O:14])[C:12]1[CH:16]=[CH:17][CH:9]=[CH:10][CH:11]=1. Reactant: [OH-].[Na+].Cl.ClCC[NH2:7].F[C:9]1[CH:17]=[CH:16][C:12]([C:13](Cl)=[O:14])=[CH:11][CH:10]=1. (3) Reactant: [Li]CCCC.C(N[CH:10]([CH3:12])[CH3:11])(C)C.CN1CCCN(C)C1=O.[CH3:22][O:23][C:24]([CH:26]1[CH2:35][CH:34]([C:36]([O:38][CH3:39])=[O:37])[CH2:33][C:28]2([O:32][CH2:31][CH2:30][O:29]2)[CH2:27]1)=[O:25].C(Br)C=C. Product: [CH3:39][O:38][C:36]([C:34]1([CH2:12][CH:10]=[CH2:11])[CH2:35][CH:26]([C:24]([O:23][CH3:22])=[O:25])[CH2:27][C:28]2([O:29][CH2:30][CH2:31][O:32]2)[CH2:33]1)=[O:37]. The catalyst class is: 134. (4) Reactant: [OH:1][CH2:2][C:3]1[N:12]([C:13]2[CH:18]=[CH:17][CH:16]=[CH:15][C:14]=2[S:19](=[O:23])(=[O:22])[NH:20][CH3:21])[C:11](=[O:24])[C:10]2[C:5](=[CH:6][C:7]([CH3:29])=[C:8]([C:26]([OH:28])=[O:27])[C:9]=2[CH3:25])[N:4]=1.C(OC(C1C(C)=C2C(=CC=1C)N=[C:40]([CH2:46][O:47]CC1C=CC=CC=1)[N:39](C1C=CC=CC=1S(=O)(=O)NC)[C:38]2=[O:66])=O)C.C(O[CH2:71][CH3:72])C.Cl[CH2:74]Cl. Product: [CH2:74]([O:27][C:26]([C:8]1[C:9]([CH3:25])=[C:10]2[C:5](=[CH:6][C:7]=1[CH3:29])[N:4]=[C:3]([CH2:2][O:1][C:38](=[O:66])[NH:39][CH2:40][CH2:46][OH:47])[N:12]([C:13]1[CH:18]=[CH:17][CH:16]=[CH:15][C:14]=1[S:19](=[O:22])(=[O:23])[NH:20][CH3:21])[C:11]2=[O:24])=[O:28])[CH2:71][CH3:72]. The catalyst class is: 201. (5) Reactant: [NH:1]1[CH:5]=[C:4]([C:6]2[N:7]=[C:8]([CH:30]([C:44]3[CH:49]=[C:48]([O:50][CH2:51][CH3:52])[CH:47]=[C:46]([O:53][CH:54]([CH3:56])[CH3:55])[C:45]=3[F:57])[NH:31][C:32]3[CH:37]=[CH:36][C:35]([C:38]4[N:42]=[C:41]([CH3:43])[O:40][N:39]=4)=[CH:34][CH:33]=3)[N:9]([C:11]([C:24]3[CH:29]=[CH:28][CH:27]=[CH:26][CH:25]=3)([C:18]3[CH:23]=[CH:22][CH:21]=[CH:20][CH:19]=3)[C:12]3[CH:17]=[CH:16][CH:15]=[CH:14][CH:13]=3)[CH:10]=2)[CH:3]=[N:2]1.[H-].[Na+].[CH3:60]I. Product: [CH2:51]([O:50][C:48]1[CH:47]=[C:46]([O:53][CH:54]([CH3:56])[CH3:55])[C:45]([F:57])=[C:44]([CH:30]([C:8]2[N:9]([C:11]([C:12]3[CH:17]=[CH:16][CH:15]=[CH:14][CH:13]=3)([C:24]3[CH:25]=[CH:26][CH:27]=[CH:28][CH:29]=3)[C:18]3[CH:23]=[CH:22][CH:21]=[CH:20][CH:19]=3)[CH:10]=[C:6]([C:4]3[CH:5]=[N:1][N:2]([CH3:60])[CH:3]=3)[N:7]=2)[NH:31][C:32]2[CH:37]=[CH:36][C:35]([C:38]3[N:42]=[C:41]([CH3:43])[O:40][N:39]=3)=[CH:34][CH:33]=2)[CH:49]=1)[CH3:52]. The catalyst class is: 1.